From a dataset of Catalyst prediction with 721,799 reactions and 888 catalyst types from USPTO. Predict which catalyst facilitates the given reaction. (1) Reactant: [C:1]([O:5][C:6](=[O:26])[NH:7][C:8]1[CH:13]=[C:12]([O:14][CH2:15][CH:16]2[CH2:18][CH2:17]2)[C:11]([C:19]([F:22])([F:21])[F:20])=[CH:10][C:9]=1[N+:23]([O-])=O)([CH3:4])([CH3:3])[CH3:2]. Product: [C:1]([O:5][C:6](=[O:26])[NH:7][C:8]1[CH:13]=[C:12]([O:14][CH2:15][CH:16]2[CH2:17][CH2:18]2)[C:11]([C:19]([F:22])([F:21])[F:20])=[CH:10][C:9]=1[NH2:23])([CH3:4])([CH3:2])[CH3:3]. The catalyst class is: 45. (2) Reactant: [NH2:1][C@@H:2]([C:6]([OH:8])=[O:7])[C@@H:3]([CH3:5])[OH:4].C(=O)([O-])[O-].[K+].[K+].[Cl:15][C:16]1[C:23]([CH3:24])=[C:22](F)[CH:21]=[CH:20][C:17]=1[C:18]#[N:19].C(O)(=O)CC(CC(O)=O)(C(O)=O)O.O.C(O)(=O)CC(CC(O)=O)(C(O)=O)O. Product: [Cl:15][C:16]1[C:23]([CH3:24])=[C:22]([NH:1][C@H:2]([C@H:3]([OH:4])[CH3:5])[C:6]([OH:8])=[O:7])[CH:21]=[CH:20][C:17]=1[C:18]#[N:19]. The catalyst class is: 16. (3) The catalyst class is: 284. Product: [NH2:1][CH2:4][C@H:5]1[CH2:10][CH2:9][CH2:8][CH2:7][C@@H:6]1[NH:11][CH:12]1[CH2:13][CH2:14][N:15]([CH:18]2[CH2:23][CH2:22][N:21]([C:24]([O:26][C:27]([CH3:30])([CH3:29])[CH3:28])=[O:25])[CH2:20][CH2:19]2)[CH2:16][CH2:17]1. Reactant: [N:1]([CH2:4][C@H:5]1[CH2:10][CH2:9][CH2:8][CH2:7][C@@H:6]1[NH:11][CH:12]1[CH2:17][CH2:16][N:15]([CH:18]2[CH2:23][CH2:22][N:21]([C:24]([O:26][C:27]([CH3:30])([CH3:29])[CH3:28])=[O:25])[CH2:20][CH2:19]2)[CH2:14][CH2:13]1)=[N+]=[N-].[NH4+].[Cl-].